This data is from Catalyst prediction with 721,799 reactions and 888 catalyst types from USPTO. The task is: Predict which catalyst facilitates the given reaction. (1) Reactant: [Cl:1][C:2]1[CH:14]=[CH:13][C:5]([CH2:6][CH:7]2[CH2:12][CH2:11][NH:10][CH2:9][CH2:8]2)=[CH:4][CH:3]=1.[CH:15]([C:17]([CH3:19])=[O:18])=[CH2:16]. Product: [ClH:1].[Cl:1][C:2]1[CH:3]=[CH:4][C:5]([CH2:6][CH:7]2[CH2:8][CH2:9][N:10]([CH2:16][CH2:15][CH:17]([OH:18])[CH3:19])[CH2:11][CH2:12]2)=[CH:13][CH:14]=1. The catalyst class is: 6. (2) Reactant: [C:1]1([CH3:14])[CH:6]=[C:5]([CH3:7])[CH:4]=[C:3]([CH3:8])[C:2]=1[S:9]([O:12][NH2:13])(=[O:11])=[O:10].O.[N:16]1[CH:21]=[CH:20][CH:19]=[C:18]([CH2:22][OH:23])[CH:17]=1. Product: [C:1]1([CH3:14])[CH:6]=[C:5]([CH3:7])[CH:4]=[C:3]([CH3:8])[C:2]=1[S:9]([O-:12])(=[O:11])=[O:10].[NH2:13][N+:16]1[CH:21]=[CH:20][CH:19]=[C:18]([CH2:22][OH:23])[CH:17]=1. The catalyst class is: 2. (3) Reactant: C(OC(=O)[CH2:5][O:6][C@H:7]1[CH2:12][CH2:11][C@H:10]([N:13]2[C:18](=[O:19])[C:17]([CH2:20][C:21]3[S:22][C:23]([C:26]4[CH:31]=[CH:30][CH:29]=[CH:28][C:27]=4[C:32]#[N:33])=[CH:24][CH:25]=3)=[C:16]([CH2:34][CH2:35][CH3:36])[N:15]3[N:37]=[CH:38][N:39]=[C:14]23)[CH2:9][CH2:8]1)C.C[Mg]Br.[Cl-].[NH4+]. Product: [OH:6][C:7]([CH3:12])([CH3:8])[CH2:5][O:6][C@H:7]1[CH2:12][CH2:11][C@H:10]([N:13]2[C:18](=[O:19])[C:17]([CH2:20][C:21]3[S:22][C:23]([C:26]4[CH:31]=[CH:30][CH:29]=[CH:28][C:27]=4[C:32]#[N:33])=[CH:24][CH:25]=3)=[C:16]([CH2:34][CH2:35][CH3:36])[N:15]3[N:37]=[CH:38][N:39]=[C:14]23)[CH2:9][CH2:8]1. The catalyst class is: 7. (4) Reactant: [CH3:1][C:2]1[CH:3]=[C:4]([NH2:9])[CH:5]=[CH:6][C:7]=1[CH3:8].[H-].[Na+].F[C:13]1[CH:18]=[CH:17][N:16]=[C:15]([C:19]2[CH:24]=[C:23]([N:25]3[CH2:30][CH2:29][CH2:28][CH2:27][CH2:26]3)[CH:22]=[CH:21][C:20]=2[N+:31]([O-:33])=[O:32])[CH:14]=1. Product: [CH3:1][C:2]1[CH:3]=[C:4]([NH:9][C:13]2[CH:18]=[CH:17][N:16]=[C:15]([C:19]3[CH:24]=[C:23]([N:25]4[CH2:26][CH2:27][CH2:28][CH2:29][CH2:30]4)[CH:22]=[CH:21][C:20]=3[N+:31]([O-:33])=[O:32])[CH:14]=2)[CH:5]=[CH:6][C:7]=1[CH3:8]. The catalyst class is: 9. (5) Reactant: [OH:1][C:2]1[C:9]([O:10]C)=[CH:8][C:5]([C:6]#[N:7])=[C:4]([CH2:12][N:13]2[CH2:18][CH2:17][O:16][CH2:15][CH2:14]2)[C:3]=1[C:19]#[N:20].C(#N)C.B(Br)(Br)Br. Product: [OH:1][C:2]1[C:9]([OH:10])=[CH:8][C:5]([C:6]#[N:7])=[C:4]([CH2:12][N:13]2[CH2:18][CH2:17][O:16][CH2:15][CH2:14]2)[C:3]=1[C:19]#[N:20]. The catalyst class is: 2. (6) Reactant: [Si:1]([O:8][CH2:9][C:10]1[C:18]2[O:17][N:16]=[C:15]([CH2:19][CH2:20][CH:21]3[CH2:26][CH2:25][N:24]([C:27]([O:29][C:30]([CH3:33])([CH3:32])[CH3:31])=[O:28])[CH2:23][CH2:22]3)[C:14]=2[CH:13]=[CH:12][C:11]=1[OH:34])([C:4]([CH3:7])([CH3:6])[CH3:5])([CH3:3])[CH3:2].N1C=CC=CC=1.[F:41][C:42]([F:55])([F:54])[S:43](O[S:43]([C:42]([F:55])([F:54])[F:41])(=[O:45])=[O:44])(=[O:45])=[O:44].N. Product: [Si:1]([O:8][CH2:9][C:10]1[C:18]2[O:17][N:16]=[C:15]([CH2:19][CH2:20][CH:21]3[CH2:22][CH2:23][N:24]([C:27]([O:29][C:30]([CH3:33])([CH3:32])[CH3:31])=[O:28])[CH2:25][CH2:26]3)[C:14]=2[CH:13]=[CH:12][C:11]=1[O:34][S:43]([C:42]([F:55])([F:54])[F:41])(=[O:45])=[O:44])([C:4]([CH3:6])([CH3:7])[CH3:5])([CH3:2])[CH3:3]. The catalyst class is: 4.